Dataset: Forward reaction prediction with 1.9M reactions from USPTO patents (1976-2016). Task: Predict the product of the given reaction. (1) Given the reactants Br[C:2]1[S:3][C:4]([CH3:7])=[N:5][N:6]=1.[CH:8]([C:10]1[CH:15]=[CH:14][C:13](B(O)O)=[CH:12][CH:11]=1)=[O:9].[O-]P([O-])([O-])=O.[K+].[K+].[K+], predict the reaction product. The product is: [CH3:7][C:4]1[S:3][C:2]([C:13]2[CH:14]=[CH:15][C:10]([CH:8]=[O:9])=[CH:11][CH:12]=2)=[N:6][N:5]=1. (2) Given the reactants [F:1][C:2]1[C:10]([OH:11])=[C:9]2[C:5]([CH:6]=[C:7]([C:12]([NH2:14])=[O:13])[NH:8]2)=[CH:4][C:3]=1[O:15][C:16]1[CH:17]=[N:18][C:19]([S:22]([CH3:25])(=[O:24])=[O:23])=[CH:20][CH:21]=1.[CH3:26][O:27][CH2:28][CH2:29]O.C(P(CCCC)CCCC)CCC.N(C(N1CCCCC1)=O)=NC(N1CCCCC1)=O, predict the reaction product. The product is: [F:1][C:2]1[C:10]([O:11][CH2:29][CH2:28][O:27][CH3:26])=[C:9]2[C:5]([CH:6]=[C:7]([C:12]([NH2:14])=[O:13])[NH:8]2)=[CH:4][C:3]=1[O:15][C:16]1[CH:17]=[N:18][C:19]([S:22]([CH3:25])(=[O:23])=[O:24])=[CH:20][CH:21]=1. (3) Given the reactants [NH2:1][C:2]1[CH:7]=[CH:6][CH:5]=[CH:4][C:3]=1[NH:8][C:9](=[O:17])[C:10]1[CH:15]=[CH:14][C:13](I)=[CH:12][CH:11]=1.[Cl:18][C:19]1[CH:24]=[CH:23][C:22]([N:25]2[CH2:30][CH2:29][NH:28][CH2:27][CH2:26]2)=[C:21]([F:31])[CH:20]=1.C(=O)([O-])[O-].[K+].[K+].O1C=[CH:41][CH:40]=[C:39]1P(C1OC=CC=1)C1OC=CC=1.C=C=C, predict the reaction product. The product is: [NH2:1][C:2]1[CH:7]=[CH:6][CH:5]=[CH:4][C:3]=1[NH:8][C:9](=[O:17])[C:10]1[CH:15]=[CH:14][C:13]([C:40]([CH2:41][N:28]2[CH2:27][CH2:26][N:25]([C:22]3[CH:23]=[CH:24][C:19]([Cl:18])=[CH:20][C:21]=3[F:31])[CH2:30][CH2:29]2)=[CH2:39])=[CH:12][CH:11]=1. (4) Given the reactants [NH2:1][OH:2].[NH:3]1[C:7]2=[N:8][CH:9]=[CH:10][CH:11]=[C:6]2[C:5]([CH:12]=O)=[CH:4]1, predict the reaction product. The product is: [NH:3]1[C:7]2=[N:8][CH:9]=[CH:10][CH:11]=[C:6]2[C:5]([CH:12]=[N:1][OH:2])=[CH:4]1. (5) Given the reactants [CH2:1]([OH:4])[CH2:2][OH:3].[ClH:5].ClC1C=CC([C@H:13]([NH2:22])[C:14]2[CH:19]=[CH:18][C:17]([CH:20]=O)=[CH:16][CH:15]=2)=CC=1.O.[C:24]1(C)[CH:29]=[CH:28][C:27](S(O)(=O)=O)=[CH:26][CH:25]=1, predict the reaction product. The product is: [Cl:5][C:24]1[CH:29]=[CH:28][C:27]([NH:22][CH2:13][C:14]2[CH:15]=[CH:16][C:17]([CH:20]3[O:4][CH2:1][CH2:2][O:3]3)=[CH:18][CH:19]=2)=[CH:26][CH:25]=1. (6) Given the reactants [CH3:1][O:2][C:3]1[CH:4]=[C:5]2[C:10](=[CH:11][CH:12]=1)[CH:9]=[C:8]([C:13]1[CH:18]=[CH:17][N:16]=[C:15]([NH:19][CH2:20][CH2:21][CH2:22][O:23][CH3:24])[N:14]=1)[CH:7]=[C:6]2[N:25]1[CH2:30][CH2:29][NH:28][CH2:27][CH2:26]1.[Br:31][C:32]1[C:40]2[C:35](=[N:36][CH:37]=[N:38][C:39]=2Cl)[NH:34][N:33]=1, predict the reaction product. The product is: [Br:31][C:32]1[C:40]2[C:35](=[N:36][CH:37]=[N:38][C:39]=2[N:28]2[CH2:27][CH2:26][N:25]([C:6]3[C:5]4[C:10](=[CH:11][CH:12]=[C:3]([O:2][CH3:1])[CH:4]=4)[CH:9]=[C:8]([C:13]4[CH:18]=[CH:17][N:16]=[C:15]([NH:19][CH2:20][CH2:21][CH2:22][O:23][CH3:24])[N:14]=4)[CH:7]=3)[CH2:30][CH2:29]2)[NH:34][N:33]=1.